This data is from Forward reaction prediction with 1.9M reactions from USPTO patents (1976-2016). The task is: Predict the product of the given reaction. (1) Given the reactants [Br:1][C:2]1[CH:3]=[C:4]2[C:9](=[CH:10][CH:11]=1)[N:8]=[CH:7][C:6]([O:12][CH:13]([CH2:18][CH3:19])[C:14]([O:16]C)=[O:15])=[CH:5]2.[OH-].[Na+].Cl, predict the reaction product. The product is: [Br:1][C:2]1[CH:3]=[C:4]2[C:9](=[CH:10][CH:11]=1)[N:8]=[CH:7][C:6]([O:12][CH:13]([CH2:18][CH3:19])[C:14]([OH:16])=[O:15])=[CH:5]2. (2) Given the reactants [CH2:1]([C:5]1[N:6]=[C:7]([CH3:27])[NH:8][C:9](=[O:26])[C:10]=1[CH2:11][C:12]1[CH:17]=[CH:16][C:15]([C:18]2[C:19]([C:24]#[N:25])=[CH:20][CH:21]=[CH:22][CH:23]=2)=[CH:14][CH:13]=1)[CH2:2][CH2:3][CH3:4].[CH:28]([C:31]1[CH:32]=[C:33](B(O)O)[CH:34]=[CH:35][CH:36]=1)([CH3:30])[CH3:29].C(N(CC)CC)C.N1C=CC=CC=1, predict the reaction product. The product is: [CH2:1]([C:5]1[N:6]=[C:7]([CH3:27])[N:8]([C:35]2[CH:34]=[CH:33][CH:32]=[C:31]([CH:28]([CH3:30])[CH3:29])[CH:36]=2)[C:9](=[O:26])[C:10]=1[CH2:11][C:12]1[CH:17]=[CH:16][C:15]([C:18]2[C:19]([C:24]#[N:25])=[CH:20][CH:21]=[CH:22][CH:23]=2)=[CH:14][CH:13]=1)[CH2:2][CH2:3][CH3:4]. (3) Given the reactants N#N.[CH3:3][O:4][C:5](=[O:25])[C:6]1[CH:11]=[CH:10][C:9]([S:12]([N:15]2[C:23]3[C:18](=[CH:19][CH:20]=[CH:21][CH:22]=3)[C:17](I)=[CH:16]2)(=[O:14])=[O:13])=[CH:8][CH:7]=1.[CH:26]1[CH2:30][CH2:29][CH2:28][CH:27]=1.C([O-])(=O)C.[K+], predict the reaction product. The product is: [CH3:3][O:4][C:5](=[O:25])[C:6]1[CH:11]=[CH:10][C:9]([S:12]([N:15]2[C:23]3[C:18](=[CH:19][CH:20]=[CH:21][CH:22]=3)[C:17]([C:26]3[CH2:30][CH2:29][CH2:28][CH:27]=3)=[CH:16]2)(=[O:14])=[O:13])=[CH:8][CH:7]=1. (4) Given the reactants [Cl:1][C:2]1[CH:7]=[CH:6][C:5](/[CH:8]=[CH:9]/[C:10]2[CH:15]=[CH:14][C:13]([N+:16]([O-])=O)=[CH:12][CH:11]=2)=[CH:4][CH:3]=1, predict the reaction product. The product is: [Cl:1][C:2]1[CH:3]=[CH:4][C:5]([CH2:8][CH2:9][C:10]2[CH:11]=[CH:12][C:13]([NH2:16])=[CH:14][CH:15]=2)=[CH:6][CH:7]=1. (5) Given the reactants [Cl:1][C:2]1[CH:10]=[CH:9][C:5]([C:6]([OH:8])=O)=[C:4]([N+:11]([O-:13])=[O:12])[CH:3]=1.C(Cl)(=O)C(Cl)=O.N1C=CC=CC=1.[NH2:26][C:27]1[CH:32]=[CH:31][C:30]([Cl:33])=[CH:29][N:28]=1, predict the reaction product. The product is: [Cl:1][C:2]1[CH:10]=[CH:9][C:5]([C:6]([NH:26][C:27]2[CH:32]=[CH:31][C:30]([Cl:33])=[CH:29][N:28]=2)=[O:8])=[C:4]([N+:11]([O-:13])=[O:12])[CH:3]=1. (6) Given the reactants [I:1][C:2]1[C:10]2[C:5](=[CH:6][N:7]=[C:8](C(O)=O)[CH:9]=2)[N:4]([C:14]([C:27]2[CH:32]=[CH:31][CH:30]=[CH:29][CH:28]=2)([C:21]2[CH:26]=[CH:25][CH:24]=[CH:23][CH:22]=2)[C:15]2[CH:20]=[CH:19][CH:18]=[CH:17][CH:16]=2)[N:3]=1.C1(P(N=[N+]=[N-])(C2C=CC=CC=2)=[O:40])C=CC=CC=1.C([N:52]([CH2:55]C)CC)C.[C:57]([OH:61])([CH3:60])([CH3:59])[CH3:58], predict the reaction product. The product is: [C:57]([O:61][C:55](=[O:40])[NH:52][C:8]1[CH:9]=[C:10]2[C:2]([I:1])=[N:3][N:4]([C:14]([C:27]3[CH:28]=[CH:29][CH:30]=[CH:31][CH:32]=3)([C:21]3[CH:22]=[CH:23][CH:24]=[CH:25][CH:26]=3)[C:15]3[CH:16]=[CH:17][CH:18]=[CH:19][CH:20]=3)[C:5]2=[CH:6][N:7]=1)([CH3:60])([CH3:59])[CH3:58]. (7) The product is: [CH3:4][C:5]1[C:6]2[O:28][CH:27]=[CH:26][C:7]=2[C:8]([N:11]2[CH2:12][CH2:13][N:14]([CH2:17][CH2:18][C@H:19]3[CH2:20][CH2:21][C@H:22]([NH:25][C:35]([CH:32]4[CH2:33][CH2:34][O:29][CH2:30][CH2:31]4)=[O:36])[CH2:23][CH2:24]3)[CH2:15][CH2:16]2)=[N:9][CH:10]=1. Given the reactants Cl.Cl.Cl.[CH3:4][C:5]1[C:6]2[O:28][CH:27]=[CH:26][C:7]=2[C:8]([N:11]2[CH2:16][CH2:15][N:14]([CH2:17][CH2:18][C@H:19]3[CH2:24][CH2:23][C@H:22]([NH2:25])[CH2:21][CH2:20]3)[CH2:13][CH2:12]2)=[N:9][CH:10]=1.[O:29]1[CH2:34][CH2:33][CH:32]([C:35](O)=[O:36])[CH2:31][CH2:30]1, predict the reaction product. (8) Given the reactants FC(F)(F)C(O)=O.[OH:8][C:9]1[CH:10]=[C:11]([NH:21][C:22]2[N:27]=[C:26]3[N:28](C4CCCCO4)[N:29]=[CH:30][C:25]3=[C:24]([C:37]3[CH:38]=[C:39]([NH:43][C:44](=[O:47])[CH:45]=[CH2:46])[CH:40]=[CH:41][CH:42]=3)[N:23]=2)[CH:12]=[CH:13][C:14]=1[N:15]1[CH2:20][CH2:19][O:18][CH2:17][CH2:16]1, predict the reaction product. The product is: [OH:8][C:9]1[CH:10]=[C:11]([NH:21][C:22]2[N:27]=[C:26]3[NH:28][N:29]=[CH:30][C:25]3=[C:24]([C:37]3[CH:38]=[C:39]([NH:43][C:44](=[O:47])[CH:45]=[CH2:46])[CH:40]=[CH:41][CH:42]=3)[N:23]=2)[CH:12]=[CH:13][C:14]=1[N:15]1[CH2:20][CH2:19][O:18][CH2:17][CH2:16]1.